Predict the reaction yield, written as a fraction of the theoretical maximum amount of product (1.0 means a 100% yield; for example, 0.34 means a 34% yield). From a dataset of Reaction yield outcomes from USPTO patents with 853,638 reactions. (1) The reactants are [CH2:1]([O:8][C:9]1[C:14]([C:15]2[CH:16]=[C:17]([C:33]([CH3:36])([CH3:35])[CH3:34])[C:18]([O:31][CH3:32])=[C:19]([NH:21][C:22]([C:24]3[N:25]=[N:26][C:27](Cl)=[CH:28][CH:29]=3)=[O:23])[CH:20]=2)=[CH:13][CH:12]=[CH:11][N:10]=1)[C:2]1[CH:7]=[CH:6][CH:5]=[CH:4][CH:3]=1.[F:37][C:38]([F:42])([F:41])[CH2:39][NH2:40].O. The catalyst is CN1C(=O)CCC1. The product is [CH2:1]([O:8][C:9]1[C:14]([C:15]2[CH:16]=[C:17]([C:33]([CH3:36])([CH3:35])[CH3:34])[C:18]([O:31][CH3:32])=[C:19]([NH:21][C:22]([C:24]3[N:25]=[N:26][C:27]([NH:40][CH2:39][C:38]([F:42])([F:41])[F:37])=[CH:28][CH:29]=3)=[O:23])[CH:20]=2)=[CH:13][CH:12]=[CH:11][N:10]=1)[C:2]1[CH:7]=[CH:6][CH:5]=[CH:4][CH:3]=1. The yield is 0.370. (2) The reactants are [F:1][C:2]([F:20])([F:19])[CH:3]([NH:11][C:12](=O)OC(C)(C)C)[C:4]([N:6]1[CH2:9][CH:8]([OH:10])[CH2:7]1)=O.[H-].[H-].[H-].[H-].[Li+].[Al+3].C1COCC1.CCOC(C)=O. The catalyst is C(Cl)Cl.O.C1COCC1. The product is [F:20][C:2]([F:1])([F:19])[CH:3]([NH:11][CH3:12])[CH2:4][N:6]1[CH2:7][CH:8]([OH:10])[CH2:9]1. The yield is 0.910. (3) The reactants are [F:1][C:2]1[CH:3]=[C:4]2[C:8](=[CH:9][CH:10]=1)[NH:7][C:6](=[O:11])[CH2:5]2.C[Si]([N-][Si](C)(C)C)(C)C.[Li+].[CH:22]([C:24]1[N:29]=[C:28]2[CH2:30][O:31][C:32](=O)[C:27]2=[CH:26][CH:25]=1)=C.Cl. The catalyst is C1COCC1. The product is [CH2:6]([N:7]([CH2:22][C:24]1[N:29]=[C:28]2[CH2:30][O:31][C:32](=[C:5]3[C:4]4[C:8](=[CH:9][CH:10]=[C:2]([F:1])[CH:3]=4)[NH:7][C:6]3=[O:11])[C:27]2=[CH:26][CH:25]=1)[CH2:8][CH3:4])[CH3:5]. The yield is 0.370. (4) The reactants are FC1(F)C2C(=CC=CC=2C(=O)C(F)(F)F)NC1=O.[F:19][CH:20]([F:32])[O:21][C:22]1[CH:23]=[C:24]([C:28](OC)=[O:29])[CH:25]=[N:26][CH:27]=1. No catalyst specified. The product is [F:32][CH:20]([F:19])[O:21][C:22]1[CH:23]=[C:24]([CH2:28][OH:29])[CH:25]=[N:26][CH:27]=1. The yield is 0.720. (5) The product is [CH2:31]([N:3]([CH2:1][CH3:2])[C:4](=[O:30])[C:5]1[CH:6]=[CH:7][C:8]([N:11]([CH2:21][C:22]2[CH:27]=[CH:26][CH:25]=[C:24]([OH:28])[CH:23]=2)[CH:12]2[CH2:17][CH2:16][N:15]([CH2:18][CH2:19][CH3:20])[CH2:14][CH2:13]2)=[CH:9][CH:10]=1)[CH3:32]. The yield is 0.0900. The reactants are [CH2:1]([N:3]([CH2:31][CH3:32])[C:4](=[O:30])[C:5]1[CH:10]=[CH:9][C:8]([N:11]([CH2:21][C:22]2[CH:27]=[CH:26][CH:25]=[C:24]([O:28]C)[CH:23]=2)[CH:12]2[CH2:17][CH2:16][N:15]([CH2:18][CH2:19][CH3:20])[CH2:14][CH2:13]2)=[CH:7][CH:6]=1)[CH3:2].B(Br)(Br)Br.C(=O)(O)[O-].[Na+]. The catalyst is ClCCl.C(=O)([O-])[O-].[Na+].[Na+].